The task is: Regression. Given two drug SMILES strings and cell line genomic features, predict the synergy score measuring deviation from expected non-interaction effect.. This data is from NCI-60 drug combinations with 297,098 pairs across 59 cell lines. (1) Drug 1: CC1C(C(CC(O1)OC2CC(CC3=C2C(=C4C(=C3O)C(=O)C5=C(C4=O)C(=CC=C5)OC)O)(C(=O)CO)O)N)O. Drug 2: C1=CC(=C(C=C1I)F)NC2=C(C=CC(=C2F)F)C(=O)NOCC(CO)O. Cell line: UACC62. Synergy scores: CSS=71.2, Synergy_ZIP=-5.40, Synergy_Bliss=-6.34, Synergy_Loewe=0.254, Synergy_HSA=3.98. (2) Drug 1: C(CN)CNCCSP(=O)(O)O. Drug 2: CCC1(C2=C(COC1=O)C(=O)N3CC4=CC5=C(C=CC(=C5CN(C)C)O)N=C4C3=C2)O.Cl. Cell line: LOX IMVI. Synergy scores: CSS=35.4, Synergy_ZIP=-0.323, Synergy_Bliss=-2.17, Synergy_Loewe=-42.1, Synergy_HSA=-2.39. (3) Drug 1: CN(C)N=NC1=C(NC=N1)C(=O)N. Drug 2: C1CN(P(=O)(OC1)NCCCl)CCCl. Cell line: IGROV1. Synergy scores: CSS=5.83, Synergy_ZIP=-5.13, Synergy_Bliss=-4.29, Synergy_Loewe=-9.60, Synergy_HSA=-4.30. (4) Drug 1: C1=CN(C(=O)N=C1N)C2C(C(C(O2)CO)O)O.Cl. Drug 2: C(=O)(N)NO. Cell line: HOP-62. Synergy scores: CSS=44.6, Synergy_ZIP=4.40, Synergy_Bliss=3.61, Synergy_Loewe=-32.4, Synergy_HSA=-0.766.